Dataset: Forward reaction prediction with 1.9M reactions from USPTO patents (1976-2016). Task: Predict the product of the given reaction. The product is: [CH:19]([N:18]1[C:14]([C:12]2[N:13]=[C:6]3[C:5]4[CH:22]=[CH:23][C:2]([C:32]5[CH:33]=[CH:34][C:35]([NH2:38])=[N:36][CH:37]=5)=[CH:3][C:4]=4[O:10][CH2:9][CH2:8][N:7]3[CH:11]=2)=[N:15][CH:16]=[N:17]1)([CH3:21])[CH3:20]. Given the reactants Br[C:2]1[CH:23]=[CH:22][C:5]2[C:6]3[N:7]([CH:11]=[C:12]([C:14]4[N:18]([CH:19]([CH3:21])[CH3:20])[N:17]=[CH:16][N:15]=4)[N:13]=3)[CH2:8][CH2:9][O:10][C:4]=2[CH:3]=1.CC1(C)C(C)(C)OB([C:32]2[CH:33]=[CH:34][C:35]([NH2:38])=[N:36][CH:37]=2)O1, predict the reaction product.